Dataset: Experimentally validated miRNA-target interactions with 360,000+ pairs, plus equal number of negative samples. Task: Binary Classification. Given a miRNA mature sequence and a target amino acid sequence, predict their likelihood of interaction. (1) The miRNA is hsa-miR-23a-3p with sequence AUCACAUUGCCAGGGAUUUCC. The protein sequence of the target gene is MPGRKARRNAPVNPTRAELPPEFAAQLRKIGDKVYCTWSAPDITVVLAQMPGKSQKSRMRSPSPTRVPADLKDECAQLRRIGDKVNLRQKLLNLISKLFNLVT. Result: 0 (no interaction). (2) The miRNA is hsa-miR-6893-5p with sequence CAGGCAGGUGUAGGGUGGAGC. The protein sequence of the target gene is MTTENGAVELGSQSLSTEQTPKAAAGDGPSASEKEPSAPATEKDLSPPNAKKDPGAPDPKNNPDPPSLKKDPAKAPGPEKKGDPVPASASSQGPSGEGDGGGGPAEGSEGPPAALPLPTATAEASIQKLDPTQAPSGNQGSGEAKAGKKAAECREAGRRGSPAFLHSPSCPAIISCSEKTLAVKPLSETTDLVFTGVSVTPDPQDPGPVKAGGTNALAEKKKEEAEKASGQAGQAKVQGDTPQRIGFQAVPSERVEVGQALCLTAREEDCFQILDDCPPPPAPFPHRIVELRTGNVNSEF.... Result: 0 (no interaction). (3) The miRNA is mmu-miR-466d-5p with sequence UGUGUGUGCGUACAUGUACAUG. The protein sequence of the target gene is MRGAGPSPRHSPRALRPDPGPAMSFFRRKVKGKEQEKTLDVKSTKASVAVHSPQKSTKNHALLEAAGPSHVAINAISANMDSFSSSRTATLKKQPSHMEAAHFGDLGRSCLDYQTQETKSSLSKTLEQVLRDTVVLPYFLQFMELRRMEHLVKFWLEAESFHSTTWSRIRAHSLNTVKQSSLAEPVSPSKRHETPASSVTEALDRRLGDSSSAPLLVTQSEGTDLSSRTQNPQNHLLLSQEGHSARSLHREVARTGSHQIPTDSQDSSSRLAVGSRNSCSSPLRELSEKLMKSIEQDAVN.... Result: 1 (interaction). (4) The miRNA is hsa-miR-483-5p with sequence AAGACGGGAGGAAAGAAGGGAG. The protein sequence of the target gene is MAAPGAGDPLNAKNGNAPFAQRIDPSREKLTPAQLQFMRQVQLAQWQKTLPQRRTRNIMTGLGIGALVLAIYGYTFYSVAQERFLDELEDEAKAARARALERERASGP. Result: 0 (no interaction). (5) The miRNA is hsa-miR-1204 with sequence UCGUGGCCUGGUCUCCAUUAU. Result: 0 (no interaction). The protein sequence of the target gene is MMAMNSKQPFGMHPVLQEPKFSSLHSGSEAMRRVCLPAPQLQGNIFGSFDESLLARAEALAAVDIVSHGKNHPFKPDATYHTMSSVPCTSTSSTVPISHPAALTSHPHHAVHQGLEGDLLEHISPTLSVSGLGAPEHSVMPAQIHPHHLGAMGHLHQAMGMSHPHTVAPHSAMPACLSDVESDPRELEAFAERFKQRRIKLGVTQADVGAALANLKIPGVGSLSQSTICRFESLTLSHNNMIALKPVLQAWLEEAEAAYREKNSKPELFNGSERKRKRTSIAAPEKRSLEAYFAIQPRPS.... (6) The miRNA is hsa-miR-4269 with sequence GCAGGCACAGACAGCCCUGGC. The protein sequence of the target gene is MSVSEIFVELQGFLAAEQDIREEIRKVVQSLEQTAREILTLLQGVHQGAGFQDIPKRCLKAREHFGTVKTHLTSLKTKFPAEQYYRFHEHWRFVLQRLVFLAAFVVYLETETLVTREAVTEILGIEPDREKGFHLDVEDYLSGVLILASELSRLSVNSVTAGDYSRPLHISTFINELDSGFRLLNLKNDSLRKRYDGLKYDVKKVEEVVYDLSIRGFNKETAAACVEK. Result: 1 (interaction). (7) The miRNA is hsa-miR-4418 with sequence CACUGCAGGACUCAGCAG. The protein sequence of the target gene is MLQGPGSLLLLFLASHCCLGSARGLFLFGQPDFSYKRSNCKPIPANLQLCHGIEYQNMRLPNLLGHETMKEVLEQAGAWIPLVMKQCHPDTKKFLCSLFAPVCLDDLDETIQPCHSLCVQVKDRCAPVMSAFGFPWPDMLECDRFPQDNDLCIPLASSDHLLPATEEAPKVCEACKNKNDDDNDIMETLCKNDFALKIKVKEITYINRDTKIILETKSKTIYKLNGVSERDLKKSVLWLKDSLQCTCEEMNDINAPYLVMGQKQGGELVITSVKRWQKGQREFKRISRSIRKLQC. Result: 0 (no interaction).